This data is from Forward reaction prediction with 1.9M reactions from USPTO patents (1976-2016). The task is: Predict the product of the given reaction. (1) The product is: [CH:19]([C:10]1[C:11]([CH2:13][CH2:14][C:15]([O:17][CH3:18])=[O:16])=[CH:12][NH:8][N:9]=1)([CH3:21])[CH3:20]. Given the reactants C([N:8]1[CH:12]=[C:11](/[CH:13]=[CH:14]/[C:15]([O:17][CH3:18])=[O:16])[C:10]([CH:19]([CH3:21])[CH3:20])=[N:9]1)C1C=CC=CC=1.C(O)C, predict the reaction product. (2) Given the reactants [CH3:1][O:2][CH2:3][CH2:4][O:5][C:6]1[CH:7]=[C:8]2[C:13](=[CH:14][C:15]=1[O:16][CH2:17][CH2:18][O:19][CH3:20])[C:12](O)=[N:11][C:10]([NH:22][C:23]1[CH:27]=[C:26]([CH3:28])[NH:25][N:24]=1)=[CH:9]2.O=P(Cl)(Cl)[Cl:31], predict the reaction product. The product is: [Cl:31][C:12]1[C:13]2[C:8](=[CH:7][C:6]([O:5][CH2:4][CH2:3][O:2][CH3:1])=[C:15]([O:16][CH2:17][CH2:18][O:19][CH3:20])[CH:14]=2)[CH:9]=[C:10]([NH:22][C:23]2[CH:27]=[C:26]([CH3:28])[NH:25][N:24]=2)[N:11]=1. (3) Given the reactants [C:1]1([CH:7]([O:23][C:24]2[CH:29]=[CH:28][C:27]([C:30]([F:33])([F:32])[F:31])=[CH:26][CH:25]=2)[CH2:8][CH2:9][CH2:10][CH2:11][N:12]2C(=O)C3C(=CC=CC=3)C2=O)[CH:6]=[CH:5][CH:4]=[CH:3][CH:2]=1.O.NN, predict the reaction product. The product is: [C:1]1([CH:7]([O:23][C:24]2[CH:25]=[CH:26][C:27]([C:30]([F:31])([F:32])[F:33])=[CH:28][CH:29]=2)[CH2:8][CH2:9][CH2:10][CH2:11][NH2:12])[CH:6]=[CH:5][CH:4]=[CH:3][CH:2]=1.